This data is from Reaction yield outcomes from USPTO patents with 853,638 reactions. The task is: Predict the reaction yield, written as a fraction of the theoretical maximum amount of product (1.0 means a 100% yield; for example, 0.34 means a 34% yield). (1) The reactants are [CH2:1]([N:8]1[C:16](=[O:17])[C:15]2[C:10](=[CH:11][CH:12]=[CH:13][CH:14]=2)[CH:9]1[O:18][CH2:19][C:20](O)=[O:21])[C:2]1[CH:7]=[CH:6][CH:5]=[CH:4][CH:3]=1.CN(C(O[N:31]1N=N[C:33]2[CH:34]=[CH:35][CH:36]=[N:37][C:32]1=2)=[N+](C)C)C.F[P-](F)(F)(F)(F)F.NC1C=CC=CN=1.[Cl-].[NH4+]. The product is [CH2:1]([N:8]1[C:16](=[O:17])[C:15]2[C:10](=[CH:11][CH:12]=[CH:13][CH:14]=2)[CH:9]1[O:18][CH2:19][C:20]([NH:31][C:32]1[CH:33]=[CH:34][CH:35]=[CH:36][N:37]=1)=[O:21])[C:2]1[CH:3]=[CH:4][CH:5]=[CH:6][CH:7]=1. The catalyst is C1COCC1. The yield is 0.630. (2) The reactants are [N:1]1[CH:6]=[CH:5][CH:4]=[CH:3][C:2]=1[NH:7][C:8](=[O:16])OC1C=CC=CC=1.[CH3:17][CH:18]1[CH2:23][CH2:22][N:21]([C:24]2[C:29]([CH2:30][NH2:31])=[CH:28][CH:27]=[C:26]([C:32]([F:35])([F:34])[F:33])[N:25]=2)[CH2:20][CH2:19]1. The catalyst is C(#N)C.CN(C1C=CN=CC=1)C. The product is [CH3:17][CH:18]1[CH2:19][CH2:20][N:21]([C:24]2[C:29]([CH2:30][NH:31][C:8]([NH:7][C:2]3[CH:3]=[CH:4][CH:5]=[CH:6][N:1]=3)=[O:16])=[CH:28][CH:27]=[C:26]([C:32]([F:35])([F:33])[F:34])[N:25]=2)[CH2:22][CH2:23]1. The yield is 0.450. (3) The reactants are [CH3:1][NH:2][C:3]1[N:8]=[C:7]([N:9]2[CH2:14][CH2:13][N:12]([CH3:15])[CH2:11][CH2:10]2)[N:6]=[C:5]([N:16]2[CH2:21][CH2:20][CH:19]([C:22](O)=[O:23])[CH2:18][CH2:17]2)[N:4]=1.C(O)(C(F)(F)F)=O.[F:32][C:33]([F:43])([F:42])[C:34]1[CH:41]=[CH:40][CH:39]=[CH:38][C:35]=1[CH2:36][NH2:37].Cl.C(N=C=NCCCN(C)C)C. The catalyst is CN(C1C=CN=CC=1)C.ClCCl. The product is [CH3:1][NH:2][C:3]1[N:8]=[C:7]([N:9]2[CH2:14][CH2:13][N:12]([CH3:15])[CH2:11][CH2:10]2)[N:6]=[C:5]([N:16]2[CH2:17][CH2:18][CH:19]([C:22]([NH:37][CH2:36][C:35]3[CH:38]=[CH:39][CH:40]=[CH:41][C:34]=3[C:33]([F:32])([F:42])[F:43])=[O:23])[CH2:20][CH2:21]2)[N:4]=1. The yield is 0.825. (4) The reactants are [C:1]([C:5]1[CH:10]=[CH:9][C:8]([N:11]2[CH:15]([C:16]3[CH:21]=[CH:20][C:19](B4OC(C)(C)C(C)(C)O4)=[CH:18][CH:17]=3)[CH2:14][CH2:13][CH:12]2[C:31]2[CH:36]=[CH:35][C:34]([N+:37]([O-:39])=[O:38])=[CH:33][CH:32]=2)=[CH:7][CH:6]=1)([CH3:4])([CH3:3])[CH3:2].Br[C:41]1[N:42]=[C:43]([C@@H:46]2[CH2:50][CH2:49][CH2:48][N:47]2[C:51]([O:53][C:54]([CH3:57])([CH3:56])[CH3:55])=[O:52])[NH:44][CH:45]=1.C(O)C.C(=O)(O)[O-].[Na+]. The catalyst is C1(C)C=CC=CC=1.C1C=CC(P(C2C=CC=CC=2)[C-]2C=CC=C2)=CC=1.C1C=CC(P(C2C=CC=CC=2)[C-]2C=CC=C2)=CC=1.Cl[Pd]Cl.[Fe+2]. The product is [C:1]([C:5]1[CH:6]=[CH:7][C:8]([N:11]2[CH:12]([C:31]3[CH:36]=[CH:35][C:34]([N+:37]([O-:39])=[O:38])=[CH:33][CH:32]=3)[CH2:13][CH2:14][CH:15]2[C:16]2[CH:21]=[CH:20][C:19]([C:45]3[N:44]=[C:43]([C@@H:46]4[CH2:50][CH2:49][CH2:48][N:47]4[C:51]([O:53][C:54]([CH3:57])([CH3:56])[CH3:55])=[O:52])[NH:42][CH:41]=3)=[CH:18][CH:17]=2)=[CH:9][CH:10]=1)([CH3:2])([CH3:4])[CH3:3]. The yield is 0.780.